Task: Predict the reaction yield, written as a fraction of the theoretical maximum amount of product (1.0 means a 100% yield; for example, 0.34 means a 34% yield).. Dataset: Reaction yield outcomes from USPTO patents with 853,638 reactions (1) The reactants are Cl.COC(=O)[C@H]([NH:24][C:25]([O:27][CH2:28][C:29]1[CH:34]=[CH:33][CH:32]=[CH:31][CH:30]=1)=[O:26])CC1C=CC(NC(OC(C)(C)C)=O)=C(C)C=1CO.Cl.[CH3:37][O:38][C:39](=[O:58])[C@@H:40]([CH2:46][C:47]1[C:48]([CH2:56][Cl:57])=[C:49]2[C:53](=[CH:54][CH:55]=1)[NH:52][N:51]=[CH:50]2)CC(OC)=O. No catalyst specified. The product is [ClH:57].[CH3:37][O:38][C:39](=[O:58])[C@H:40]([NH:24][C:25]([O:27][CH2:28][C:29]1[CH:34]=[CH:33][CH:32]=[CH:31][CH:30]=1)=[O:26])[CH2:46][C:47]1[C:48]([CH2:56][Cl:57])=[C:49]2[C:53](=[CH:54][CH:55]=1)[NH:52][N:51]=[CH:50]2. The yield is 0.990. (2) The reactants are [N+:1]([C:4]1[CH:13]=[C:12]2[C:7]([CH2:8][CH2:9][CH2:10][C:11]2=O)=[CH:6][CH:5]=1)([O-:3])=[O:2].[NH2:15][OH:16]. The catalyst is N1C=CC=CC=1. The product is [N+:1]([C:4]1[CH:13]=[C:12]2[C:7]([CH2:8][CH2:9][CH2:10][C:11]2=[N:15][OH:16])=[CH:6][CH:5]=1)([O-:3])=[O:2]. The yield is 0.880. (3) The product is [Cl:1][C:2]1[CH:3]=[C:4]2[C:21](=[CH:22][CH:23]=1)[C:8]1([CH2:9][CH2:10][N:11]([CH2:14][C:15]3[CH:16]=[CH:17][CH:18]=[CH:19][CH:20]=3)[CH2:12][CH2:13]1)[C:7](=[O:24])[C:6]([C:25]([NH:27][CH2:28][C:29]([OH:31])=[O:30])=[O:26])=[C:5]2[OH:36]. The yield is 0.770. The reactants are [Cl:1][C:2]1[CH:3]=[C:4]2[C:21](=[CH:22][CH:23]=1)[C:8]1([CH2:13][CH2:12][N:11]([CH2:14][C:15]3[CH:20]=[CH:19][CH:18]=[CH:17][CH:16]=3)[CH2:10][CH2:9]1)[C:7](=[O:24])[CH:6]([C:25]([NH:27][CH2:28][C:29]([O:31]C(C)(C)C)=[O:30])=[O:26])[CH:5]2[OH:36].C(O)(C(F)(F)F)=O. No catalyst specified. (4) The reactants are [Br:1][C:2]1[CH:7]=[CH:6][C:5]([C@@H:8]([N:10]2CC[C@:13]([CH2:22][C:23]([CH3:25])=[CH2:24])([C:16]3[CH:21]=[CH:20][CH:19]=[CH:18][CH:17]=3)[CH2:12][C:11]2=O)[CH3:9])=[CH:4][CH:3]=1.S([C:37]#[N:38])(C1C=CC(C)=CC=1)(=O)=O.C1([SiH3])C=CC=CC=1.[CH3:46][CH2:47][OH:48]. No catalyst specified. The product is [Br:1][C:2]1[CH:7]=[CH:6][C:5]([C@@H:8]([N:10]2[CH2:11][CH2:12][C@:13]([CH2:22][C:23]([CH3:25])([CH3:24])[C:37]#[N:38])([C:16]3[CH:21]=[CH:20][CH:19]=[CH:18][CH:17]=3)[CH2:46][C:47]2=[O:48])[CH3:9])=[CH:4][CH:3]=1. The yield is 0.500. (5) The reactants are [BH3-]C#[N:3].[Na+].[C:5]([C:8]1[CH:22]=[CH:21][C:11]([C:12]([NH:14][C:15]2[CH:16]=[N:17][CH:18]=[CH:19][CH:20]=2)=[O:13])=[CH:10][CH:9]=1)(=O)[CH3:6]. The catalyst is CO. The product is [NH2:3][CH:5]([C:8]1[CH:22]=[CH:21][C:11]([C:12]([NH:14][C:15]2[CH:16]=[N:17][CH:18]=[CH:19][CH:20]=2)=[O:13])=[CH:10][CH:9]=1)[CH3:6]. The yield is 0.980. (6) The reactants are [C:1]([C:5]1[CH:10]=[CH:9][C:8]([N:11]2[CH2:15][CH2:14][C:13]3([CH2:20][CH2:19][CH:18]([CH:21]([OH:26])[C:22]([F:25])([F:24])[F:23])[CH2:17][CH2:16]3)[C:12]2=[O:27])=[CH:7][CH:6]=1)([CH3:4])([CH3:3])[CH3:2].CC(OI1(OC(C)=O)(OC(C)=O)OC(=O)C2C=CC=CC1=2)=[O:30].C([O-])(O)=O.[Na+].[O-]S([O-])(=S)=O.[Na+].[Na+]. The catalyst is C(Cl)Cl.CCOC(C)=O. The product is [C:1]([C:5]1[CH:6]=[CH:7][C:8]([N:11]2[CH2:15][CH2:14][C:13]3([CH2:20][CH2:19][CH:18]([C:21]([OH:30])([OH:26])[C:22]([F:24])([F:25])[F:23])[CH2:17][CH2:16]3)[C:12]2=[O:27])=[CH:9][CH:10]=1)([CH3:4])([CH3:2])[CH3:3]. The yield is 0.940. (7) The reactants are [CH3:1][O:2][C:3]1[CH:9]=[CH:8][C:6]([NH2:7])=[C:5]([CH3:10])[CH:4]=1.[N+:11]([C:14]1[CH:21]=[CH:20][CH:19]=[CH:18][C:15]=1[CH:16]=O)([O-])=O. The product is [CH3:1][O:2][C:3]1[CH:9]=[CH:8][C:6]([N:7]2[CH:16]=[C:15]3[C:14]([CH:21]=[CH:20][CH:19]=[CH:18]3)=[N:11]2)=[C:5]([CH3:10])[CH:4]=1. The catalyst is O1CCCC1. The yield is 0.630.